From a dataset of Catalyst prediction with 721,799 reactions and 888 catalyst types from USPTO. Predict which catalyst facilitates the given reaction. (1) Reactant: [CH3:1][N:2]1[C:6]([C:7]2[CH:8]=[C:9]([C:13]([OH:15])=O)[S:10][C:11]=2[CH3:12])=[C:5]([CH3:16])[CH:4]=[N:3]1.[NH2:17][C@@H:18]([CH2:31][C:32]1[CH:37]=[CH:36][CH:35]=[C:34]([F:38])[CH:33]=1)[CH2:19][N:20]1[C:28](=[O:29])[C:27]2[C:22](=[CH:23][CH:24]=[CH:25][CH:26]=2)[C:21]1=[O:30].CC(OC(N[C@H](C(O)=O)CC1C=CC=CC=1C(F)(F)F)=O)(C)C.C1CN([P+](Br)(N2CCCC2)N2CCCC2)CC1.F[P-](F)(F)(F)(F)F.CCN(C(C)C)C(C)C. Product: [CH3:1][N:2]1[C:6]([C:7]2[CH:8]=[C:9]([C:13]([NH:17][C@@H:18]([CH2:31][C:32]3[CH:37]=[CH:36][CH:35]=[C:34]([F:38])[CH:33]=3)[CH2:19][N:20]3[C:28](=[O:29])[C:27]4[C:22](=[CH:23][CH:24]=[CH:25][CH:26]=4)[C:21]3=[O:30])=[O:15])[S:10][C:11]=2[CH3:12])=[C:5]([CH3:16])[CH:4]=[N:3]1. The catalyst class is: 22. (2) Reactant: [H-].[Na+].[CH3:3][CH:4]([CH3:19])[C@@H:5]([NH:8][C:9]1[CH:14]=[CH:13][C:12]([C:15]([F:18])([F:17])[F:16])=[CH:11][CH:10]=1)[CH2:6][OH:7].[CH2:20](Br)[C:21]1[CH:26]=[CH:25][CH:24]=[CH:23][CH:22]=1. Product: [CH2:20]([O:7][CH2:6][C@H:5]([NH:8][C:9]1[CH:14]=[CH:13][C:12]([C:15]([F:16])([F:17])[F:18])=[CH:11][CH:10]=1)[CH:4]([CH3:19])[CH3:3])[C:21]1[CH:26]=[CH:25][CH:24]=[CH:23][CH:22]=1. The catalyst class is: 9. (3) Reactant: [Br:1][C:2]1[CH:3]=[C:4]2[C:9](=[CH:10][CH:11]=1)[N:8]=[C:7]([Cl:12])[C:6]([C:13](Cl)=[O:14])=[C:5]2[C:16]1[CH:21]=[CH:20][CH:19]=[CH:18][CH:17]=1.[Cl-].[Al+3].[Cl-].[Cl-]. Product: [Br:1][C:2]1[CH:3]=[C:4]2[C:9](=[CH:10][CH:11]=1)[N:8]=[C:7]([Cl:12])[C:6]1[C:13](=[O:14])[C:17]3[C:16]([C:5]2=1)=[CH:21][CH:20]=[CH:19][CH:18]=3. The catalyst class is: 4. (4) Reactant: [Br:1][C:2]1[CH:3]=[CH:4][C:5]2[C:11]3[S:12][C:13]([C:15]([NH:17][CH:18]([CH3:20])[CH3:19])=O)=[CH:14][C:10]=3[CH2:9][CH2:8][O:7][C:6]=2[CH:21]=1.P(Cl)(Cl)(Cl)(Cl)Cl.[CH:28]([NH:30][NH2:31])=O.C(=O)([O-])[O-].[K+].[K+].C1(C)C=CC(S(O)(=O)=O)=CC=1. Product: [Br:1][C:2]1[CH:3]=[CH:4][C:5]2[C:11]3[S:12][C:13]([C:15]4[N:17]([CH:18]([CH3:20])[CH3:19])[CH:28]=[N:30][N:31]=4)=[CH:14][C:10]=3[CH2:9][CH2:8][O:7][C:6]=2[CH:21]=1. The catalyst class is: 93. (5) Reactant: [CH2:1]([O:4][C:5]1[CH:12]=[CH:11][C:8]([CH:9]=O)=[CH:7][CH:6]=1)[CH2:2][CH3:3].[CH3:13][C:14]([C:16]1[CH:21]=[CH:20][C:19]([O:22][CH3:23])=[C:18]([O:24][CH3:25])[C:17]=1[O:26][CH3:27])=[O:15].[OH-].[Na+]. Product: [CH2:1]([O:4][C:5]1[CH:12]=[CH:11][C:8](/[CH:9]=[CH:13]/[C:14]([C:16]2[CH:21]=[CH:20][C:19]([O:22][CH3:23])=[C:18]([O:24][CH3:25])[C:17]=2[O:26][CH3:27])=[O:15])=[CH:7][CH:6]=1)[CH2:2][CH3:3]. The catalyst class is: 5. (6) Reactant: [C:1]([C:5]1[N:6]=[C:7](Cl)[C:8]2[N:13]=[N:12][N:11]([CH2:14][C:15]3[CH:20]=[CH:19][CH:18]=[CH:17][C:16]=3[Cl:21])[C:9]=2[N:10]=1)([CH3:4])([CH3:3])[CH3:2].[O:23]=[S:24]1(=[O:29])[CH2:28][CH2:27][CH2:26][NH:25]1.C1CCN2C(=NCCC2)CC1. Product: [C:1]([C:5]1[N:6]=[C:7]([N:25]2[CH2:26][CH2:27][CH2:28][S:24]2(=[O:29])=[O:23])[C:8]2[N:13]=[N:12][N:11]([CH2:14][C:15]3[CH:20]=[CH:19][CH:18]=[CH:17][C:16]=3[Cl:21])[C:9]=2[N:10]=1)([CH3:4])([CH3:3])[CH3:2]. The catalyst class is: 3. (7) Reactant: [CH3:1][C:2]1([C:9]([O:11][CH2:12][CH:13]([CH3:15])[CH3:14])=[O:10])[CH2:7][CH2:6][C:5](=[O:8])[CH2:4][CH2:3]1.C([Si](C)(C)O[CH2:22][CH2:23][O:24][CH3:25])(C)(C)C.C([SiH](CC)CC)C. Product: [CH3:1][C:2]1([C:9]([O:11][CH2:12][CH:13]([CH3:15])[CH3:14])=[O:10])[CH2:3][CH2:4][CH:5]([O:8][CH2:22][CH2:23][O:24][CH3:25])[CH2:6][CH2:7]1. The catalyst class is: 10. (8) Product: [CH2:13]([OH:14])[CH2:12][O:11][CH2:10][CH2:9][O:8][CH2:7][CH2:6][O:5][CH2:4][CH2:3][O:15][CH2:18][C:17]#[CH:16]. The catalyst class is: 1. Reactant: [H-].[Na+].[CH2:3]([OH:15])[CH2:4][O:5][CH2:6][CH2:7][O:8][CH2:9][CH2:10][O:11][CH2:12][CH2:13][OH:14].[CH2:16](Br)[C:17]#[CH:18]. (9) Reactant: [CH2:1]([C:8]1[C:9]([NH:21][CH:22]([CH2:26][CH2:27][CH2:28][CH3:29])[C:23](O)=[O:24])=[N:10][CH:11]=[C:12]([C:14]2[CH:19]=[CH:18][C:17]([OH:20])=[CH:16][CH:15]=2)[N:13]=1)[C:2]1[CH:7]=[CH:6][CH:5]=[CH:4][CH:3]=1.N1C=CC=CC=1.C1(N=C=NC2CCCCC2)CCCCC1. Product: [CH2:1]([C:8]1[NH:13][C:12]([C:14]2[CH:19]=[CH:18][C:17]([OH:20])=[CH:16][CH:15]=2)=[CH:11][N:10]2[C:23](=[O:24])[C:22]([CH2:26][CH2:27][CH2:28][CH3:29])=[N:21][C:9]=12)[C:2]1[CH:7]=[CH:6][CH:5]=[CH:4][CH:3]=1. The catalyst class is: 2.